Dataset: Full USPTO retrosynthesis dataset with 1.9M reactions from patents (1976-2016). Task: Predict the reactants needed to synthesize the given product. (1) The reactants are: [C:1]1([NH:7][C:8]2[N:13]=[C:12]([NH2:14])[N:11]=[C:10]([C:15]3[N:19]=[C:18](C(Cl)(Cl)Cl)[O:17][N:16]=3)[N:9]=2)[CH:6]=[CH:5][CH:4]=[CH:3][CH:2]=1.CCN(C(C)C)C(C)C.Cl.[F:34][C:35]([F:46])([F:45])[CH2:36][O:37][CH2:38][CH:39]1[CH2:44][CH2:43][NH:42][CH2:41][CH2:40]1. Given the product [C:1]1([NH:7][C:8]2[N:13]=[C:12]([NH2:14])[N:11]=[C:10]([C:15]3[N:19]=[C:18]([N:42]4[CH2:41][CH2:40][CH:39]([CH2:38][O:37][CH2:36][C:35]([F:34])([F:45])[F:46])[CH2:44][CH2:43]4)[O:17][N:16]=3)[N:9]=2)[CH:6]=[CH:5][CH:4]=[CH:3][CH:2]=1, predict the reactants needed to synthesize it. (2) Given the product [Cl:1][C:2]1[C:10]([I:11])=[CH:9][C:5]([C:6]([NH:19][C:18]2[CH:20]=[CH:21][C:15]([O:14][C:13]([Cl:12])([F:22])[F:23])=[CH:16][CH:17]=2)=[O:8])=[CH:4][N:3]=1, predict the reactants needed to synthesize it. The reactants are: [Cl:1][C:2]1[C:10]([I:11])=[CH:9][C:5]([C:6]([OH:8])=O)=[CH:4][N:3]=1.[Cl:12][C:13]([F:23])([F:22])[O:14][C:15]1[CH:21]=[CH:20][C:18]([NH2:19])=[CH:17][CH:16]=1.